From a dataset of Full USPTO retrosynthesis dataset with 1.9M reactions from patents (1976-2016). Predict the reactants needed to synthesize the given product. (1) Given the product [C:13]([O:12][C:10]([N:17]1[CH2:20][CH:19]([C:23]2[CH:24]=[C:25]([N:34]([CH3:41])[CH:35]3[CH2:36][CH2:37][O:38][CH2:39][CH2:40]3)[C:26]([CH3:33])=[C:27]([CH:32]=2)[C:28]([OH:30])=[O:29])[CH2:18]1)=[O:11])([CH3:16])([CH3:15])[CH3:14], predict the reactants needed to synthesize it. The reactants are: [Si](Cl)(C)(C)C.BrCCBr.[C:10]([N:17]1[CH2:20][CH:19](I)[CH2:18]1)([O:12][C:13]([CH3:16])([CH3:15])[CH3:14])=[O:11].Br[C:23]1[CH:24]=[C:25]([N:34]([CH3:41])[CH:35]2[CH2:40][CH2:39][O:38][CH2:37][CH2:36]2)[C:26]([CH3:33])=[C:27]([CH:32]=1)[C:28]([O:30]C)=[O:29].C(Cl)Cl.[NH4+].[Cl-]. (2) Given the product [F:8][C:6]1[CH:5]=[CH:4][C:3]([C:9]2[N:14]=[CH:13][N:12]=[C:11]([NH:15][C:16]3[CH:31]=[CH:30][CH:29]=[C:18]([CH2:19][S:20]([CH3:22])(=[NH:23])=[O:21])[CH:17]=3)[N:10]=2)=[C:2]([O:42][CH2:41][C:34]2[CH:35]=[C:36]([F:40])[C:37]([F:39])=[CH:38][C:33]=2[F:32])[CH:7]=1, predict the reactants needed to synthesize it. The reactants are: F[C:2]1[CH:7]=[C:6]([F:8])[CH:5]=[CH:4][C:3]=1[C:9]1[N:14]=[CH:13][N:12]=[C:11]([NH:15][C:16]2[CH:17]=[C:18]([CH:29]=[CH:30][CH:31]=2)[CH2:19][S:20](=[N:23]C(=O)OCC)([CH3:22])=[O:21])[N:10]=1.[F:32][C:33]1[CH:38]=[C:37]([F:39])[C:36]([F:40])=[CH:35][C:34]=1[CH2:41][OH:42]. (3) Given the product [CH2:1]([O:8][CH2:9][C:10]1[C:14]2[C:13](=[N:15][CH:21]=[C:20]([N+:17]([O-:19])=[O:18])[CH:23]=2)[NH:12][N:11]=1)[C:2]1[CH:3]=[CH:4][CH:5]=[CH:6][CH:7]=1, predict the reactants needed to synthesize it. The reactants are: [CH2:1]([O:8][CH2:9][C:10]1[CH:14]=[C:13]([NH2:15])[NH:12][N:11]=1)[C:2]1[CH:7]=[CH:6][CH:5]=[CH:4][CH:3]=1.O.[N+:17]([CH:20]([CH:23]=O)[CH:21]=O)([O-:19])=[O:18].[Na].C(O)(=O)C. (4) Given the product [C:34]([C:31]1[S:30][C:29]([C@:14]23[CH2:16][NH:17][CH2:18][C@H:13]2[CH2:12][S:11][C:10]([NH:9][C:1](=[O:8])[C:2]2[CH:3]=[CH:4][CH:5]=[CH:6][CH:7]=2)=[N:15]3)=[CH:33][CH:32]=1)#[N:35], predict the reactants needed to synthesize it. The reactants are: [C:1]([NH:9][C:10]1[S:11][CH2:12][C@@H:13]2[CH2:18][N:17](C(OCC3C=CC=CC=3)=O)[CH2:16][C@:14]2([C:29]2[S:30][C:31]([C:34]#[N:35])=[CH:32][CH:33]=2)[N:15]=1)(=[O:8])[C:2]1[CH:7]=[CH:6][CH:5]=[CH:4][CH:3]=1.CO.